Dataset: Full USPTO retrosynthesis dataset with 1.9M reactions from patents (1976-2016). Task: Predict the reactants needed to synthesize the given product. Given the product [C:26]([CH2:25][CH2:24][C:23]([NH:22][C@H:7]([CH2:8][C:9]1[CH:14]=[CH:13][C:12]([C:15]2[CH:20]=[CH:19][CH:18]=[C:17]([Cl:21])[CH:16]=2)=[CH:11][CH:10]=1)[CH2:6][C@H:5]([CH3:30])[C:4]([OH:31])=[O:3])=[O:29])([OH:28])=[O:27], predict the reactants needed to synthesize it. The reactants are: C([O:3][C:4](=[O:31])[C@@H:5]([CH3:30])[CH2:6][C@H:7]([NH:22][C:23](=[O:29])[CH2:24][CH2:25][C:26]([OH:28])=[O:27])[CH2:8][C:9]1[CH:14]=[CH:13][C:12]([C:15]2[CH:20]=[CH:19][CH:18]=[C:17]([Cl:21])[CH:16]=2)=[CH:11][CH:10]=1)C.[OH-].[Na+].Cl.